Task: Predict which catalyst facilitates the given reaction.. Dataset: Catalyst prediction with 721,799 reactions and 888 catalyst types from USPTO The catalyst class is: 10. Product: [CH3:15][S:12]([OH:13])(=[O:14])=[O:29].[C:15]1([S:12]([C:5]2[C:6]3[C:11](=[CH:10][CH:9]=[CH:8][CH:7]=3)[C:2]([N:21]3[CH2:27][CH2:26][CH2:25][NH:24][CH2:23][CH2:22]3)=[CH:3][CH:4]=2)(=[O:14])=[O:13])[CH:20]=[CH:19][CH:18]=[CH:17][CH:16]=1. Reactant: F[C:2]1[C:11]2[C:6](=[CH:7][CH:8]=[CH:9][CH:10]=2)[C:5]([S:12]([C:15]2[CH:20]=[CH:19][CH:18]=[CH:17][CH:16]=2)(=[O:14])=[O:13])=[CH:4][CH:3]=1.[NH:21]1[CH2:27][CH2:26][CH2:25][NH:24][CH2:23][CH2:22]1.C(=O)([O-])[O-:29].[K+].[K+].